From a dataset of Full USPTO retrosynthesis dataset with 1.9M reactions from patents (1976-2016). Predict the reactants needed to synthesize the given product. (1) The reactants are: [C:1]([C:5]1[CH:6]=[C:7]([NH:11][C:12](=[O:25])[C:13]2[CH:18]=[CH:17][C:16]([N:19]3[CH2:24][CH2:23][NH:22][CH2:21][CH2:20]3)=[N:15][CH:14]=2)[CH:8]=[CH:9][CH:10]=1)([CH3:4])([CH3:3])[CH3:2].[C:26]([O:30][C:31](=[O:39])[C:32]1[CH:37]=[CH:36][C:35](Br)=[CH:34][CH:33]=1)([CH3:29])([CH3:28])[CH3:27].C(C1C=C(NC(C2C=CC(N3CCN(C4C=CC(C(O)=O)=CC=4)CC3)=C(F)C=2)=O)C=CC=1)(C)(C)C. Given the product [C:26]([O:30][C:31](=[O:39])[C:32]1[CH:37]=[CH:36][C:35]([N:22]2[CH2:23][CH2:24][N:19]([C:16]3[CH:17]=[CH:18][C:13]([C:12](=[O:25])[NH:11][C:7]4[CH:8]=[CH:9][CH:10]=[C:5]([C:1]([CH3:4])([CH3:2])[CH3:3])[CH:6]=4)=[CH:14][N:15]=3)[CH2:20][CH2:21]2)=[CH:34][CH:33]=1)([CH3:29])([CH3:27])[CH3:28], predict the reactants needed to synthesize it. (2) Given the product [C:1]1([NH:7][C:8]2[CH:17]=[CH:16][C:11]([C:12]([OH:14])=[O:13])=[CH:10][N:9]=2)[CH:2]=[CH:3][CH:4]=[CH:5][CH:6]=1, predict the reactants needed to synthesize it. The reactants are: [C:1]1([NH:7][C:8]2[CH:17]=[CH:16][C:11]([C:12]([O:14]C)=[O:13])=[CH:10][N:9]=2)[CH:6]=[CH:5][CH:4]=[CH:3][CH:2]=1.[OH-].[Li+]. (3) Given the product [Cl:1][C:2]1[N:7]=[C:6]([C:8]2[S:12][C:11]([N:13]3[CH2:14][CH2:15][O:16][CH2:17][CH2:18]3)=[N:10][C:9]=2[C:19]2[C:20]([O:32][CH3:33])=[C:21]([CH:22]=[CH:23][CH:24]=2)[NH2:25])[CH:5]=[CH:4][N:3]=1, predict the reactants needed to synthesize it. The reactants are: [Cl:1][C:2]1[N:7]=[C:6]([C:8]2[S:12][C:11]([N:13]3[CH2:18][CH2:17][O:16][CH2:15][CH2:14]3)=[N:10][C:9]=2[C:19]2[C:20]([O:32][CH3:33])=[C:21]([NH:25]C(=O)OCC=C)[CH:22]=[CH:23][CH:24]=2)[CH:5]=[CH:4][N:3]=1.C(O)(=O)C.C([SnH](CCCC)CCCC)CCC. (4) Given the product [Cl:13][C:14]1[S:15][C:16]([C:22]([N:21]([CH3:25])[CH3:20])=[O:23])=[C:17]([Cl:19])[N:18]=1, predict the reactants needed to synthesize it. The reactants are: C(NC(C)C)(C)C.C([Li])CCC.[Cl:13][C:14]1[S:15][CH:16]=[C:17]([Cl:19])[N:18]=1.[CH3:20][N:21]([CH3:25])[C:22](Cl)=[O:23]. (5) Given the product [Li:1][N:8]1[C:9]([CH3:14])([CH3:13])[CH2:10][CH2:11][CH2:12][C:7]1([CH3:15])[CH3:6], predict the reactants needed to synthesize it. The reactants are: [Li:1]CCCC.[CH3:6][C:7]1([CH3:15])[CH2:12][CH2:11][CH2:10][C:9]([CH3:14])([CH3:13])[NH:8]1.